Dataset: Reaction yield outcomes from USPTO patents with 853,638 reactions. Task: Predict the reaction yield, written as a fraction of the theoretical maximum amount of product (1.0 means a 100% yield; for example, 0.34 means a 34% yield). (1) The reactants are [CH:1]12[O:7][CH:6]1[CH2:5][CH2:4][CH2:3][C:2]2=O.[O:9]1CCO[CH:10]1[C:14]1[CH:19]=[CH:18][C:17]([C:20](=[S:22])[NH2:21])=[CH:16][CH:15]=1. The catalyst is CCO. The product is [OH:7][CH:1]1[C:2]2[S:22][C:20]([C:17]3[CH:18]=[CH:19][C:14]([CH:10]=[O:9])=[CH:15][CH:16]=3)=[N:21][C:3]=2[CH2:4][CH2:5][CH2:6]1. The yield is 0.310. (2) The reactants are [CH2:1]([OH:7])[CH2:2][CH2:3][CH2:4][CH2:5][OH:6].[C:8](Cl)([C:21]1[CH:26]=[CH:25][CH:24]=[CH:23][CH:22]=1)([C:15]1[CH:20]=[CH:19][CH:18]=[CH:17][CH:16]=1)[C:9]1[CH:14]=[CH:13][CH:12]=[CH:11][CH:10]=1. No catalyst specified. The product is [C:8]([O:6][CH2:5][CH2:4][CH2:3][CH2:2][CH2:1][OH:7])([C:9]1[CH:14]=[CH:13][CH:12]=[CH:11][CH:10]=1)([C:21]1[CH:22]=[CH:23][CH:24]=[CH:25][CH:26]=1)[C:15]1[CH:16]=[CH:17][CH:18]=[CH:19][CH:20]=1. The yield is 0.240. (3) The reactants are [Si]([O:8][CH2:9][CH2:10][CH2:11][C:12]1[CH:13]=[C:14]2[C:19](=[CH:20][CH:21]=1)[N:18]=[C:17]([C:22]1[CH:23]=[N:24][CH:25]=[CH:26][CH:27]=1)[N:16]=[C:15]2[NH:28][C:29]1[CH:34]=[CH:33][C:32]([F:35])=[C:31]([Cl:36])[CH:30]=1)(C(C)(C)C)(C)C.ClC(OC(Cl)C)=O. The catalyst is CO. The product is [Cl:36][C:31]1[CH:30]=[C:29]([NH:28][C:15]2[C:14]3[C:19](=[CH:20][CH:21]=[C:12]([CH2:11][CH2:10][CH2:9][OH:8])[CH:13]=3)[N:18]=[C:17]([C:22]3[CH:23]=[N:24][CH:25]=[CH:26][CH:27]=3)[N:16]=2)[CH:34]=[CH:33][C:32]=1[F:35]. The yield is 0.910. (4) The reactants are [N:1]1[CH:6]=[C:5]([C:7]([NH:9][C:10]2([C:13]([OH:15])=O)[CH2:12][CH2:11]2)=[O:8])[CH:4]=[N:3][CH:2]=1.[CH:16]([C:19]1[CH:33]=[CH:32][CH:31]=[CH:30][C:20]=1[O:21][C:22]1[CH:29]=[CH:28][C:25]([CH2:26][NH2:27])=[CH:24][CH:23]=1)([CH3:18])[CH3:17]. No catalyst specified. The product is [CH:16]([C:19]1[CH:33]=[CH:32][CH:31]=[CH:30][C:20]=1[O:21][C:22]1[CH:29]=[CH:28][C:25]([CH2:26][NH:27][C:13]([C:10]2([NH:9][C:7]([C:5]3[CH:4]=[N:3][CH:2]=[N:1][CH:6]=3)=[O:8])[CH2:11][CH2:12]2)=[O:15])=[CH:24][CH:23]=1)([CH3:18])[CH3:17]. The yield is 0.890. (5) The reactants are [N:1]1([CH2:10][C:11]([C:13]2[CH:18]=[CH:17][CH:16]=[C:15]([O:19][CH3:20])[CH:14]=2)=[O:12])[C:5]2[CH:6]=[CH:7][CH:8]=[CH:9][C:4]=2[N:3]=[N:2]1.[CH3:21][O:22][C:23]1[CH:30]=[CH:29][C:26]([CH:27]=O)=[CH:25][CH:24]=1.N1CCCCC1. The catalyst is C(O)C.O.C(OCC)(=O)C. The product is [N:1]1([C:10](=[CH:27][C:26]2[CH:29]=[CH:30][C:23]([O:22][CH3:21])=[CH:24][CH:25]=2)[C:11]([C:13]2[CH:18]=[CH:17][CH:16]=[C:15]([O:19][CH3:20])[CH:14]=2)=[O:12])[C:5]2[CH:6]=[CH:7][CH:8]=[CH:9][C:4]=2[N:3]=[N:2]1. The yield is 0.510.